From a dataset of Forward reaction prediction with 1.9M reactions from USPTO patents (1976-2016). Predict the product of the given reaction. (1) Given the reactants Br[CH2:2][CH2:3][CH3:4].[Cl:5][C:6]1N=[CH:8][C:9]2[NH:14][CH:13]=[CH:12][C:10]=2[N:11]=1.[C:15](=O)([O-])[O-].[Cs+].[Cs+], predict the reaction product. The product is: [Cl:5][C:6]1[N:11]=[C:10]2[CH:12]=[CH:13][N:14]([CH2:2][CH2:3][CH3:4])[C:9]2=[CH:8][CH:15]=1. (2) Given the reactants [N+:1]([C:4]1[C:5](CC)=[C:6]([CH:10]=[CH:11][C:12]=1[NH:13][C:14](=O)[CH2:15][C:16]1[CH:21]=[CH:20][CH:19]=[CH:18][CH:17]=1)[C:7]([O-:9])=[O:8])([O-])=O.[CH2:25](O)[CH3:26], predict the reaction product. The product is: [CH2:15]([C:14]1[NH:1][C:4]2[CH:5]=[C:6]([C:7]([O:9][CH2:25][CH3:26])=[O:8])[CH:10]=[CH:11][C:12]=2[N:13]=1)[C:16]1[CH:17]=[CH:18][CH:19]=[CH:20][CH:21]=1.